Dataset: Full USPTO retrosynthesis dataset with 1.9M reactions from patents (1976-2016). Task: Predict the reactants needed to synthesize the given product. (1) Given the product [F:1][C:2]1[CH:3]=[CH:4][C:5]([NH:8][C:9]([C:11]2[NH:12][C:13]3[C:18]([CH:19]=2)=[CH:17][C:16]([CH:20]2[CH2:25][CH2:24][N:23]([CH2:29][CH2:28][O:27][CH3:26])[CH2:22][CH2:21]2)=[CH:15][CH:14]=3)=[O:10])=[CH:6][CH:7]=1, predict the reactants needed to synthesize it. The reactants are: [F:1][C:2]1[CH:7]=[CH:6][C:5]([NH:8][C:9]([C:11]2[NH:12][C:13]3[C:18]([CH:19]=2)=[CH:17][C:16]([CH:20]2[CH2:25][CH2:24][NH:23][CH2:22][CH2:21]2)=[CH:15][CH:14]=3)=[O:10])=[CH:4][CH:3]=1.[CH3:26][O:27][CH2:28][CH:29]=O.C(O[BH-](OC(=O)C)OC(=O)C)(=O)C.[Na+]. (2) The reactants are: [CH2:1]([O:8][C:9]([NH:11][C@@H:12]1[CH2:15][C@H:14]([C:16](O)=[O:17])[C:13]1([CH3:20])[CH3:19])=[O:10])[C:2]1[CH:7]=[CH:6][CH:5]=[CH:4][CH:3]=1.[Cl-].[NH4+].F[P-](F)(F)(F)(F)F.[N:30]1(OC(N(C)C)=[N+](C)C)C2N=CC=CC=2N=N1. Given the product [C:16]([C@H:14]1[CH2:15][C@@H:12]([NH:11][C:9](=[O:10])[O:8][CH2:1][C:2]2[CH:7]=[CH:6][CH:5]=[CH:4][CH:3]=2)[C:13]1([CH3:20])[CH3:19])(=[O:17])[NH2:30], predict the reactants needed to synthesize it.